This data is from Forward reaction prediction with 1.9M reactions from USPTO patents (1976-2016). The task is: Predict the product of the given reaction. Given the reactants Br[C:2]1[CH:3]=[C:4]([C:9]2([C:19]3[CH:24]=[CH:23][N:22]=[CH:21][CH:20]=3)[C:17]3[C:12](=[CH:13][CH:14]=[CH:15][CH:16]=3)[C:11]([NH2:18])=[N:10]2)[CH:5]=[CH:6][C:7]=1[F:8].[N:25]1[CH:30]=[C:29](B(O)O)[CH:28]=[N:27][CH:26]=1, predict the reaction product. The product is: [F:8][C:7]1[CH:6]=[CH:5][C:4]([C:9]2([C:19]3[CH:24]=[CH:23][N:22]=[CH:21][CH:20]=3)[C:17]3[C:12](=[CH:13][CH:14]=[CH:15][CH:16]=3)[C:11]([NH2:18])=[N:10]2)=[CH:3][C:2]=1[C:29]1[CH:30]=[N:25][CH:26]=[N:27][CH:28]=1.